This data is from Full USPTO retrosynthesis dataset with 1.9M reactions from patents (1976-2016). The task is: Predict the reactants needed to synthesize the given product. Given the product [C:1]1([C:7]2[NH:8][C:9]([C:12]([OH:18])=[O:16])=[CH:10][N:11]=2)[CH:6]=[CH:5][CH:4]=[CH:3][CH:2]=1, predict the reactants needed to synthesize it. The reactants are: [C:1]1([C:7]2[NH:8][C:9]([C:12](F)(F)F)=[CH:10][N:11]=2)[CH:6]=[CH:5][CH:4]=[CH:3][CH:2]=1.[OH-:16].[Na+].[OH2:18].